From a dataset of NCI-60 drug combinations with 297,098 pairs across 59 cell lines. Regression. Given two drug SMILES strings and cell line genomic features, predict the synergy score measuring deviation from expected non-interaction effect. (1) Drug 1: C1=NC2=C(N1)C(=S)N=C(N2)N. Drug 2: CC12CCC3C(C1CCC2OP(=O)(O)O)CCC4=C3C=CC(=C4)OC(=O)N(CCCl)CCCl.[Na+]. Cell line: HOP-62. Synergy scores: CSS=44.1, Synergy_ZIP=8.75, Synergy_Bliss=6.77, Synergy_Loewe=-19.3, Synergy_HSA=5.75. (2) Drug 1: C1=CC(=CC=C1CC(C(=O)O)N)N(CCCl)CCCl.Cl. Drug 2: CN(CC1=CN=C2C(=N1)C(=NC(=N2)N)N)C3=CC=C(C=C3)C(=O)NC(CCC(=O)O)C(=O)O. Cell line: CCRF-CEM. Synergy scores: CSS=52.9, Synergy_ZIP=-1.49, Synergy_Bliss=-2.43, Synergy_Loewe=-7.27, Synergy_HSA=-1.60. (3) Drug 1: CCCS(=O)(=O)NC1=C(C(=C(C=C1)F)C(=O)C2=CNC3=C2C=C(C=N3)C4=CC=C(C=C4)Cl)F. Drug 2: C(=O)(N)NO. Cell line: SNB-75. Synergy scores: CSS=0.0565, Synergy_ZIP=-0.216, Synergy_Bliss=-0.451, Synergy_Loewe=-1.07, Synergy_HSA=-1.91. (4) Drug 1: CC1C(C(=O)NC(C(=O)N2CCCC2C(=O)N(CC(=O)N(C(C(=O)O1)C(C)C)C)C)C(C)C)NC(=O)C3=C4C(=C(C=C3)C)OC5=C(C(=O)C(=C(C5=N4)C(=O)NC6C(OC(=O)C(N(C(=O)CN(C(=O)C7CCCN7C(=O)C(NC6=O)C(C)C)C)C)C(C)C)C)N)C. Drug 2: COC1=NC(=NC2=C1N=CN2C3C(C(C(O3)CO)O)O)N. Cell line: HL-60(TB). Synergy scores: CSS=16.4, Synergy_ZIP=-6.82, Synergy_Bliss=-6.91, Synergy_Loewe=-6.97, Synergy_HSA=-2.34. (5) Drug 1: CC1=CC=C(C=C1)C2=CC(=NN2C3=CC=C(C=C3)S(=O)(=O)N)C(F)(F)F. Cell line: LOX IMVI. Synergy scores: CSS=-5.14, Synergy_ZIP=-1.69, Synergy_Bliss=-10.5, Synergy_Loewe=-9.64, Synergy_HSA=-11.6. Drug 2: CC(C)(C#N)C1=CC(=CC(=C1)CN2C=NC=N2)C(C)(C)C#N. (6) Drug 1: CC12CCC(CC1=CCC3C2CCC4(C3CC=C4C5=CN=CC=C5)C)O. Drug 2: C(CCl)NC(=O)N(CCCl)N=O. Cell line: PC-3. Synergy scores: CSS=2.88, Synergy_ZIP=-2.22, Synergy_Bliss=-0.942, Synergy_Loewe=0.309, Synergy_HSA=0.270. (7) Drug 1: C1=CC(=CC=C1CCCC(=O)O)N(CCCl)CCCl. Drug 2: CCC1(CC2CC(C3=C(CCN(C2)C1)C4=CC=CC=C4N3)(C5=C(C=C6C(=C5)C78CCN9C7C(C=CC9)(C(C(C8N6C=O)(C(=O)OC)O)OC(=O)C)CC)OC)C(=O)OC)O.OS(=O)(=O)O. Cell line: SNB-19. Synergy scores: CSS=36.2, Synergy_ZIP=-4.43, Synergy_Bliss=0.726, Synergy_Loewe=-4.64, Synergy_HSA=2.21. (8) Drug 1: C1=CC(=CC=C1CC(C(=O)O)N)N(CCCl)CCCl.Cl. Drug 2: CCCS(=O)(=O)NC1=C(C(=C(C=C1)F)C(=O)C2=CNC3=C2C=C(C=N3)C4=CC=C(C=C4)Cl)F. Cell line: DU-145. Synergy scores: CSS=1.77, Synergy_ZIP=1.02, Synergy_Bliss=2.80, Synergy_Loewe=-1.81, Synergy_HSA=-1.51. (9) Drug 1: CC1C(C(CC(O1)OC2CC(OC(C2O)C)OC3=CC4=CC5=C(C(=O)C(C(C5)C(C(=O)C(C(C)O)O)OC)OC6CC(C(C(O6)C)O)OC7CC(C(C(O7)C)O)OC8CC(C(C(O8)C)O)(C)O)C(=C4C(=C3C)O)O)O)O. Drug 2: CC1=C(N=C(N=C1N)C(CC(=O)N)NCC(C(=O)N)N)C(=O)NC(C(C2=CN=CN2)OC3C(C(C(C(O3)CO)O)O)OC4C(C(C(C(O4)CO)O)OC(=O)N)O)C(=O)NC(C)C(C(C)C(=O)NC(C(C)O)C(=O)NCCC5=NC(=CS5)C6=NC(=CS6)C(=O)NCCC[S+](C)C)O. Cell line: BT-549. Synergy scores: CSS=33.0, Synergy_ZIP=-5.25, Synergy_Bliss=-1.27, Synergy_Loewe=-2.20, Synergy_HSA=0.247.